From a dataset of Full USPTO retrosynthesis dataset with 1.9M reactions from patents (1976-2016). Predict the reactants needed to synthesize the given product. (1) Given the product [C:15]([C:13]1[CH:14]=[C:2]([C:26]2[C:22]([CH3:21])=[N:23][O:24][C:25]=2[CH3:30])[CH:3]=[C:4]2[C:12]=1[NH:11][C:10]1[CH:9]=[C:8]([C:18]([OH:20])=[O:19])[CH:7]=[CH:6][C:5]2=1)(=[O:17])[NH2:16], predict the reactants needed to synthesize it. The reactants are: Br[C:2]1[CH:3]=[C:4]2[C:12](=[C:13]([C:15](=[O:17])[NH2:16])[CH:14]=1)[NH:11][C:10]1[CH:9]=[C:8]([C:18]([OH:20])=[O:19])[CH:7]=[CH:6][C:5]2=1.[CH3:21][C:22]1[C:26](B(O)O)=[C:25]([CH3:30])[O:24][N:23]=1.C([O-])([O-])=O.[K+].[K+]. (2) The reactants are: [CH:1]1([CH2:7][C:8]2[CH:17]=[CH:16][C:11]([C:12](OC)=[O:13])=[CH:10][C:9]=2[C:18]([F:21])([F:20])[F:19])[CH2:6][CH2:5][CH2:4][CH2:3][CH2:2]1.[BH4-].[Li+].C1COCC1.Cl. Given the product [CH:1]1([CH2:7][C:8]2[CH:17]=[CH:16][C:11]([CH2:12][OH:13])=[CH:10][C:9]=2[C:18]([F:19])([F:20])[F:21])[CH2:2][CH2:3][CH2:4][CH2:5][CH2:6]1, predict the reactants needed to synthesize it.